Dataset: Full USPTO retrosynthesis dataset with 1.9M reactions from patents (1976-2016). Task: Predict the reactants needed to synthesize the given product. (1) Given the product [Br:11][C:4]1[CH:5]=[C:6]([N+:8]([O-:10])=[O:9])[CH:7]=[C:2]([Br:1])[C:3]=1[O:12][CH:13]([CH3:33])[CH2:14][CH2:15][CH2:16][CH2:17][CH2:18][N:25]1[C:21](=[O:31])[C:22]2[C:23](=[CH:27][CH:28]=[CH:29][CH:30]=2)[C:24]1=[O:26], predict the reactants needed to synthesize it. The reactants are: [Br:1][C:2]1[CH:7]=[C:6]([N+:8]([O-:10])=[O:9])[CH:5]=[C:4]([Br:11])[C:3]=1[O:12][CH2:13][CH2:14][CH2:15][CH2:16][CH2:17][CH2:18]CBr.[C:21]1(=[O:31])[NH:25][C:24](=[O:26])[C:23]2=[CH:27][CH:28]=[CH:29][CH:30]=[C:22]12.[K].[CH3:33]C(C)=O. (2) Given the product [CH3:25][O:26][N:27]=[C:18]([CH2:17][C:16]([CH3:21])([CH3:22])[CH2:15][N:14]1[C:10]2[C:9]3[CH:8]=[CH:7][CH:6]=[CH:5][C:4]=3[N:3]=[C:2]([NH2:1])[C:11]=2[N:12]=[C:13]1[CH3:23])[CH3:19], predict the reactants needed to synthesize it. The reactants are: [NH2:1][C:2]1[C:11]2[N:12]=[C:13]([CH3:23])[N:14]([CH2:15][C:16]([CH3:22])([CH3:21])[CH2:17][C:18](=O)[CH3:19])[C:10]=2[C:9]2[CH:8]=[CH:7][CH:6]=[CH:5][C:4]=2[N:3]=1.Cl.[CH3:25][O:26][NH2:27]. (3) Given the product [C:11]([O:10][C:9]([N:8]([C@H:16]1[CH2:24][O:23][CH2:22][C@H:21]([CH2:25][C:26]2[C:35]3[C:30](=[CH:31][CH:32]=[CH:33][CH:34]=3)[CH:29]=[CH:28][CH:27]=2)[C@@H:20]([OH:36])[C@H:19]([CH3:47])[O:18][C:17]1=[O:48])[C:6](=[O:7])[O:5][C:1]([CH3:3])([CH3:4])[CH3:2])=[O:15])([CH3:12])([CH3:13])[CH3:14], predict the reactants needed to synthesize it. The reactants are: [C:1]([O:5][C:6]([N:8]([C@H:16]1[CH2:24][O:23][CH2:22][C@H:21]([CH2:25][C:26]2[C:35]3[C:30](=[CH:31][CH:32]=[CH:33][CH:34]=3)[CH:29]=[CH:28][CH:27]=2)[C@@H:20]([O:36][Si](C(C)C)(C(C)C)C(C)C)[C@H:19]([CH3:47])[O:18][C:17]1=[O:48])[C:9](=[O:15])[O:10][C:11]([CH3:14])([CH3:13])[CH3:12])=[O:7])([CH3:4])([CH3:3])[CH3:2].CCCC[N+](CCCC)(CCCC)CCCC.[F-]. (4) Given the product [CH2:1]([O:3][C:4](=[O:48])[CH2:5][NH:6][C:7]([C:9]1[C:14]([OH:15])=[C:13]([CH3:23])[N:12]=[C:11]([CH2:24][CH:25]2[CH2:26][CH2:27][N:28]([C:31]3[CH:32]=[CH:33][C:34]([C:37]4[CH:42]=[CH:41][C:40]([CH2:43][OH:44])=[C:39]([CH:45]([CH3:47])[CH3:46])[CH:38]=4)=[CH:35][CH:36]=3)[CH2:29][CH2:30]2)[N:10]=1)=[O:8])[CH3:2], predict the reactants needed to synthesize it. The reactants are: [CH2:1]([O:3][C:4](=[O:48])[CH2:5][NH:6][C:7]([C:9]1[C:14]([O:15]CC2C=CC=CC=2)=[C:13]([CH3:23])[N:12]=[C:11]([CH2:24][CH:25]2[CH2:30][CH2:29][N:28]([C:31]3[CH:36]=[CH:35][C:34]([C:37]4[CH:42]=[CH:41][C:40]([CH2:43][OH:44])=[C:39]([C:45]([CH3:47])=[CH2:46])[CH:38]=4)=[CH:33][CH:32]=3)[CH2:27][CH2:26]2)[N:10]=1)=[O:8])[CH3:2]. (5) Given the product [C:1]([NH:4][CH:5]([C:34]([O:36][CH2:37][CH:38]=[CH2:39])=[O:35])[CH2:6][C:7]1[CH:31]=[CH:30][C:10]([N:11]([C:21](=[O:29])[C:22]([O:24][C:25]([CH3:27])([CH3:28])[CH3:26])=[O:23])[C:12]2[CH:20]=[CH:19][CH:18]=[CH:17][C:13]=2[C:14]([O:16][CH:46]([C:40]2[CH:45]=[CH:44][CH:43]=[CH:42][CH:41]=2)[C:49]2[CH:54]=[CH:53][CH:52]=[CH:51][CH:50]=2)=[O:15])=[C:9]([CH2:32][CH3:33])[CH:8]=1)(=[O:3])[CH3:2], predict the reactants needed to synthesize it. The reactants are: [C:1]([NH:4][CH:5]([C:34]([O:36][CH2:37][CH:38]=[CH2:39])=[O:35])[CH2:6][C:7]1[CH:31]=[CH:30][C:10]([N:11]([C:21](=[O:29])[C:22]([O:24][C:25]([CH3:28])([CH3:27])[CH3:26])=[O:23])[C:12]2[CH:20]=[CH:19][CH:18]=[CH:17][C:13]=2[C:14]([OH:16])=[O:15])=[C:9]([CH2:32][CH3:33])[CH:8]=1)(=[O:3])[CH3:2].[C:40]1([C:46]([C:49]2[CH:54]=[CH:53][CH:52]=[CH:51][CH:50]=2)=[N+]=[N-])[CH:45]=[CH:44][CH:43]=[CH:42][CH:41]=1. (6) Given the product [CH3:3][N:4]([N:6]=[N:7][C:8]1[CH:12]=[C:11]([N+:13]([O-:15])=[O:14])[S:10][C:9]=1[C:16]([NH2:2])=[O:18])[CH3:5], predict the reactants needed to synthesize it. The reactants are: [OH-].[NH4+:2].[CH3:3][N:4]([N:6]=[N:7][C:8]1[CH:12]=[C:11]([N+:13]([O-:15])=[O:14])[S:10][C:9]=1[C:16]([O:18]C)=O)[CH3:5].O. (7) Given the product [C:1]([O:5][C:6]([N:8]1[CH2:13][CH2:12][N:11]([C:24](=[O:25])[C:23]2[CH:27]=[CH:28][CH:29]=[CH:30][C:22]=2[F:21])[CH2:10][CH2:9]1)=[O:7])([CH3:4])([CH3:2])[CH3:3], predict the reactants needed to synthesize it. The reactants are: [C:1]([O:5][C:6]([N:8]1[CH2:13][CH2:12][NH:11][CH2:10][CH2:9]1)=[O:7])([CH3:4])([CH3:3])[CH3:2].C(N(CC)CC)C.[F:21][C:22]1[CH:30]=[CH:29][CH:28]=[CH:27][C:23]=1[C:24](Cl)=[O:25]. (8) Given the product [CH3:16][N:17]([CH:32]1[C:41]2[C:36](=[CH:37][CH:38]=[CH:39][CH:40]=2)[CH2:35][CH2:34][CH2:33]1)[C:18]([C:20]1[N:25]=[C:24]([CH:26]2[CH2:27][CH2:28][N:29]([C:8](=[O:10])[CH2:7][N:6]3[C:2]([CH3:1])=[CH:3][C:4]([C:11]([F:14])([F:13])[F:12])=[N:5]3)[CH2:30][CH2:31]2)[CH:23]=[CH:22][CH:21]=1)=[O:19], predict the reactants needed to synthesize it. The reactants are: [CH3:1][C:2]1[N:6]([CH2:7][C:8]([OH:10])=O)[N:5]=[C:4]([C:11]([F:14])([F:13])[F:12])[CH:3]=1.Cl.[CH3:16][N:17]([CH:32]1[C:41]2[C:36](=[CH:37][CH:38]=[CH:39][CH:40]=2)[CH2:35][CH2:34][CH2:33]1)[C:18]([C:20]1[N:25]=[C:24]([CH:26]2[CH2:31][CH2:30][NH:29][CH2:28][CH2:27]2)[CH:23]=[CH:22][CH:21]=1)=[O:19].C(N(C(C)C)CC)(C)C.F[P-](F)(F)(F)(F)F.N1(O[P+](N(C)C)(N(C)C)N(C)C)C2C=CC=CC=2N=N1. (9) Given the product [N:7]1[CH:8]=[CH:9][N:10]2[CH:15]=[C:14]([CH2:16][NH:17][C:18]([C:20]3[CH:28]=[CH:27][C:23]([C:24]([NH:5][CH2:4][CH2:3][CH:2]([CH3:6])[CH3:1])=[O:25])=[CH:22][CH:21]=3)=[O:19])[CH:13]=[CH:12][C:11]=12, predict the reactants needed to synthesize it. The reactants are: [CH3:1][CH:2]([CH3:6])[CH2:3][CH2:4][NH2:5].[N:7]1[CH:8]=[CH:9][N:10]2[CH:15]=[C:14]([CH2:16][NH:17][C:18]([C:20]3[CH:28]=[CH:27][C:23]([C:24](O)=[O:25])=[CH:22][CH:21]=3)=[O:19])[CH:13]=[CH:12][C:11]=12.[N+](C1C=CC(C(O)=O)=CC=1)([O-])=O.